This data is from Reaction yield outcomes from USPTO patents with 853,638 reactions. The task is: Predict the reaction yield, written as a fraction of the theoretical maximum amount of product (1.0 means a 100% yield; for example, 0.34 means a 34% yield). (1) The reactants are [C:1]([C:5]1[CH:10]=[CH:9][CH:8]=[CH:7][C:6]=1[N:11]1[CH2:16][CH2:15][N:14]([C:17](=[O:24])[CH2:18][C:19]([O:21]CC)=[O:20])[CH2:13][CH2:12]1)([CH3:4])([CH3:3])[CH3:2].O.[OH-].[Li+].O.Cl. The catalyst is O1CCCC1. The product is [C:1]([C:5]1[CH:10]=[CH:9][CH:8]=[CH:7][C:6]=1[N:11]1[CH2:12][CH2:13][N:14]([C:17](=[O:24])[CH2:18][C:19]([OH:21])=[O:20])[CH2:15][CH2:16]1)([CH3:4])([CH3:2])[CH3:3]. The yield is 0.730. (2) The reactants are [Br:1][C:2]1[CH:7]=[CH:6][C:5]([C:8]2[CH:16]=[CH:15][CH:14]=[C:13]3[C:9]=2[CH2:10][C:11](=[O:17])[NH:12]3)=[CH:4][CH:3]=1.[CH2:18]([N:20]([CH2:34][CH3:35])[CH2:21][CH2:22][NH:23][C:24]([C:26]1[C:30]([CH3:31])=[C:29]([CH:32]=O)[NH:28][CH:27]=1)=[O:25])[CH3:19]. The catalyst is C(O)C.N1CCCCC1. The product is [CH2:34]([N:20]([CH2:18][CH3:19])[CH2:21][CH2:22][NH:23][C:24]([C:26]1[C:30]([CH3:31])=[C:29]([CH:32]=[C:10]2[C:9]3[C:13](=[CH:14][CH:15]=[CH:16][C:8]=3[C:5]3[CH:4]=[CH:3][C:2]([Br:1])=[CH:7][CH:6]=3)[NH:12][C:11]2=[O:17])[NH:28][CH:27]=1)=[O:25])[CH3:35]. The yield is 0.630. (3) The reactants are Cl.[OH:2][C@H:3]1[CH2:7][NH:6][C@H:5]([C:8]([NH:10][CH2:11][C:12]2[CH:17]=[CH:16][C:15]([C:18]3[S:22][CH:21]=[N:20][C:19]=3[CH3:23])=[CH:14][CH:13]=2)=[O:9])[CH2:4]1.C(OC([NH:31][CH2:32][C:33](O)=[O:34])=O)(C)(C)C.CCN(C(C)C)C(C)C.CN(C(ON1N=NC2C=CC=NC1=2)=[N+](C)C)C.F[P-](F)(F)(F)(F)F.C(O)(C(F)(F)F)=O. The catalyst is CN(C=O)C.O. The product is [NH2:31][CH2:32][C:33]([N:6]1[CH2:7][C@H:3]([OH:2])[CH2:4][C@H:5]1[C:8]([NH:10][CH2:11][C:12]1[CH:13]=[CH:14][C:15]([C:18]2[S:22][CH:21]=[N:20][C:19]=2[CH3:23])=[CH:16][CH:17]=1)=[O:9])=[O:34]. The yield is 0.990.